From a dataset of Peptide-MHC class I binding affinity with 185,985 pairs from IEDB/IMGT. Regression. Given a peptide amino acid sequence and an MHC pseudo amino acid sequence, predict their binding affinity value. This is MHC class I binding data. The peptide sequence is VVYKEAKIK. The MHC is HLA-B18:01 with pseudo-sequence HLA-B18:01. The binding affinity (normalized) is 0.0847.